From a dataset of Full USPTO retrosynthesis dataset with 1.9M reactions from patents (1976-2016). Predict the reactants needed to synthesize the given product. (1) Given the product [CH2:1]([O:3][C:4]([C@@H:6]1[O:11][C:10]2[CH:12]=[CH:13][C:14]([CH2:16][C@H:17]([NH:19][CH2:20][C@H:21]([OH:41])[CH2:22][O:23][C:24]3[CH:29]=[C:28]([O:30][CH3:31])[C:27]([OH:32])=[C:26]([NH:36][S:37]([CH3:40])(=[O:38])=[O:39])[CH:25]=3)[CH3:18])=[CH:15][C:9]=2[O:8][CH2:7]1)=[O:5])[CH3:2], predict the reactants needed to synthesize it. The reactants are: [CH2:1]([O:3][C:4]([C@@H:6]1[O:11][C:10]2[CH:12]=[CH:13][C:14]([CH2:16][C@H:17]([NH:19][CH2:20][C@H:21]([OH:41])[CH2:22][O:23][C:24]3[CH:29]=[C:28]([O:30][CH3:31])[C:27]([O:32]COC)=[C:26]([NH:36][S:37]([CH3:40])(=[O:39])=[O:38])[CH:25]=3)[CH3:18])=[CH:15][C:9]=2[O:8][CH2:7]1)=[O:5])[CH3:2].Cl.CCOC(C)=O. (2) Given the product [C:13]([CH:17]1[CH2:18][CH2:19][CH:20]([NH:23][CH2:10][C:7]2[CH:8]=[CH:9][C:4]([C:3]([O:2][CH3:1])=[O:12])=[CH:5][CH:6]=2)[CH2:21][CH2:22]1)([CH3:16])([CH3:14])[CH3:15], predict the reactants needed to synthesize it. The reactants are: [CH3:1][O:2][C:3](=[O:12])[C:4]1[CH:9]=[CH:8][C:7]([CH:10]=O)=[CH:6][CH:5]=1.[C:13]([CH:17]1[CH2:22][CH2:21][CH:20]([NH2:23])[CH2:19][CH2:18]1)([CH3:16])([CH3:15])[CH3:14].CC(O)=O.[BH3-]C#N.[Na+]. (3) Given the product [ClH:24].[N+:1]([C:4]1[CH:9]=[CH:8][CH:7]=[CH:6][C:5]=1[NH:10][CH2:11][C@@H:12]1[CH2:16][CH2:15][NH:14][CH2:13]1)([O-:3])=[O:2], predict the reactants needed to synthesize it. The reactants are: [N+:1]([C:4]1[CH:9]=[CH:8][CH:7]=[CH:6][C:5]=1[NH:10][CH2:11][C@@H:12]1[CH2:16][CH2:15][N:14](C(OC(C)(C)C)=O)[CH2:13]1)([O-:3])=[O:2].[ClH:24].CO. (4) Given the product [Cl:1][C:2]1[CH:3]=[CH:4][C:5]([C:6]2[C:11]([C:12]3[CH:21]=[CH:20][C:19]4[C:14](=[CH:15][CH:16]=[C:17]([C:45]5[NH:37][C:34]6[CH:35]=[CH:36][C:31]([C:30]([OH:29])=[O:77])=[CH:32][C:33]=6[N:44]=5)[CH:18]=4)[N:13]=3)=[CH:10][CH:9]=[CH:8][CH:7]=2)=[CH:25][CH:26]=1, predict the reactants needed to synthesize it. The reactants are: [Cl:1][C:2]1[CH:26]=[CH:25][C:5]([C:6]2[C:11]([C:12]3[CH:21]=[CH:20][C:19]4[C:14](=[CH:15][CH:16]=[C:17](C(O)=O)[CH:18]=4)[N:13]=3)=[CH:10][CH:9]=[CH:8][CH:7]=2)=[CH:4][CH:3]=1.C([O:29][C:30](=[O:77])[C:31]1[CH:36]=[CH:35][C:34]([NH:37]C2CCCCC2)=[C:33]([NH:44][C:45](C2C=C3C(=CC=2)N=C(C2C(C4C=CC(Cl)=CC=4)=CC=C(C(N4CCCC4)=O)C=2)C=C3)=O)[CH:32]=1)C. (5) Given the product [F:29][C:30]1[CH:31]=[C:32]([C:36]2[N:38]=[C:26]([CH:11]3[CH2:12][CH:13]([C:15]4[CH:20]=[CH:19][C:18]([O:21][C:22]([F:24])([F:25])[F:23])=[CH:17][CH:16]=4)[CH2:14][N:9]([C:7]([N:1]4[CH2:2][CH2:3][O:4][CH2:5][CH2:6]4)=[O:8])[CH2:10]3)[O:28][N:37]=2)[CH:33]=[CH:34][CH:35]=1, predict the reactants needed to synthesize it. The reactants are: [N:1]1([C:7]([N:9]2[CH2:14][CH:13]([C:15]3[CH:20]=[CH:19][C:18]([O:21][C:22]([F:25])([F:24])[F:23])=[CH:17][CH:16]=3)[CH2:12][CH:11]([C:26]([OH:28])=O)[CH2:10]2)=[O:8])[CH2:6][CH2:5][O:4][CH2:3][CH2:2]1.[F:29][C:30]1[CH:31]=[C:32]([C:36](=[N:38]O)[NH2:37])[CH:33]=[CH:34][CH:35]=1. (6) Given the product [Br:1][C:2]1[C:7]2[S:8][C:9]([C:11]([OH:13])=[O:12])=[CH:10][C:6]=2[CH:5]=[CH:4][CH:3]=1, predict the reactants needed to synthesize it. The reactants are: [Br:1][C:2]1[C:7]2[S:8][C:9]([C:11]([O:13]C)=[O:12])=[CH:10][C:6]=2[CH:5]=[CH:4][CH:3]=1.O.[OH-].[Li+].O. (7) Given the product [NH:14]1[C:15]2[C:20](=[CH:19][CH:18]=[CH:17][CH:16]=2)[C:12]([CH2:11][CH:5]([O:4][CH:1]([CH3:2])[CH3:3])[C:6]([O:8][CH2:9][CH3:10])=[O:7])=[CH:13]1, predict the reactants needed to synthesize it. The reactants are: [CH:1]([O:4][CH:5]([CH2:11][C:12]1[C:20]2[C:15](=[CH:16][CH:17]=[CH:18][CH:19]=2)[N:14](COC)[CH:13]=1)[C:6]([O:8][CH2:9][CH3:10])=[O:7])([CH3:3])[CH3:2].Cl.O.C(=O)([O-])O.[Na+]. (8) Given the product [NH2:8][C:9]1[S:13][C:12]([C:14]2[C:15]([F:21])=[CH:16][CH:17]=[CH:18][C:19]=2[F:20])=[N:11][C:10]=1[C:22]([NH:25][C:26]1[C:27]([N:35]2[CH2:40][C@H:39]([C:41]([F:44])([F:43])[F:42])[CH2:38][C@H:37]([NH2:45])[CH2:36]2)=[C:28]2[CH2:34][CH2:33][O:32][C:29]2=[N:30][CH:31]=1)=[O:24], predict the reactants needed to synthesize it. The reactants are: C(OC([NH:8][C:9]1[S:13][C:12]([C:14]2[C:19]([F:20])=[CH:18][CH:17]=[CH:16][C:15]=2[F:21])=[N:11][C:10]=1[C:22]([OH:24])=O)=O)(C)(C)C.[NH2:25][C:26]1[C:27]([N:35]2[CH2:40][C@H:39]([C:41]([F:44])([F:43])[F:42])[CH2:38][C@H:37]([NH:45]C(=O)OC(C)(C)C)[CH2:36]2)=[C:28]2[CH2:34][CH2:33][O:32][C:29]2=[N:30][CH:31]=1.CN(C(ON1N=NC2C=CC=NC1=2)=[N+](C)C)C.F[P-](F)(F)(F)(F)F.CCN(C(C)C)C(C)C.